This data is from NCI-60 drug combinations with 297,098 pairs across 59 cell lines. The task is: Regression. Given two drug SMILES strings and cell line genomic features, predict the synergy score measuring deviation from expected non-interaction effect. (1) Drug 1: CC(C1=C(C=CC(=C1Cl)F)Cl)OC2=C(N=CC(=C2)C3=CN(N=C3)C4CCNCC4)N. Drug 2: C1CN(CCN1C(=O)CCBr)C(=O)CCBr. Cell line: HOP-62. Synergy scores: CSS=2.86, Synergy_ZIP=-6.48, Synergy_Bliss=-0.534, Synergy_Loewe=-3.43, Synergy_HSA=-3.08. (2) Drug 1: COC1=C(C=C2C(=C1)N=CN=C2NC3=CC(=C(C=C3)F)Cl)OCCCN4CCOCC4. Drug 2: C1=CC=C(C=C1)NC(=O)CCCCCCC(=O)NO. Cell line: MCF7. Synergy scores: CSS=27.3, Synergy_ZIP=-4.63, Synergy_Bliss=2.65, Synergy_Loewe=4.47, Synergy_HSA=5.09. (3) Drug 1: CC12CCC3C(C1CCC2=O)CC(=C)C4=CC(=O)C=CC34C. Drug 2: C1CNP(=O)(OC1)N(CCCl)CCCl. Cell line: HL-60(TB). Synergy scores: CSS=66.5, Synergy_ZIP=0.373, Synergy_Bliss=4.33, Synergy_Loewe=-19.3, Synergy_HSA=3.37. (4) Drug 1: C1=CC(=CC=C1CCCC(=O)O)N(CCCl)CCCl. Drug 2: COCCOC1=C(C=C2C(=C1)C(=NC=N2)NC3=CC=CC(=C3)C#C)OCCOC.Cl. Cell line: LOX IMVI. Synergy scores: CSS=24.6, Synergy_ZIP=-10.2, Synergy_Bliss=-4.84, Synergy_Loewe=-3.70, Synergy_HSA=-3.82. (5) Drug 1: CCCS(=O)(=O)NC1=C(C(=C(C=C1)F)C(=O)C2=CNC3=C2C=C(C=N3)C4=CC=C(C=C4)Cl)F. Drug 2: C1=NC2=C(N=C(N=C2N1C3C(C(C(O3)CO)O)O)F)N. Cell line: SF-268. Synergy scores: CSS=-4.58, Synergy_ZIP=1.36, Synergy_Bliss=-2.81, Synergy_Loewe=-26.3, Synergy_HSA=-5.99. (6) Drug 1: C1CN(CCN1C(=O)CCBr)C(=O)CCBr. Drug 2: C1C(C(OC1N2C=NC(=NC2=O)N)CO)O. Cell line: SK-OV-3. Synergy scores: CSS=11.8, Synergy_ZIP=3.00, Synergy_Bliss=5.74, Synergy_Loewe=0.200, Synergy_HSA=0.134. (7) Drug 1: C1=CC(=CC=C1CCCC(=O)O)N(CCCl)CCCl. Drug 2: CCCCC(=O)OCC(=O)C1(CC(C2=C(C1)C(=C3C(=C2O)C(=O)C4=C(C3=O)C=CC=C4OC)O)OC5CC(C(C(O5)C)O)NC(=O)C(F)(F)F)O. Cell line: SF-295. Synergy scores: CSS=17.8, Synergy_ZIP=-12.2, Synergy_Bliss=-11.3, Synergy_Loewe=-9.66, Synergy_HSA=-10.1.